Dataset: Full USPTO retrosynthesis dataset with 1.9M reactions from patents (1976-2016). Task: Predict the reactants needed to synthesize the given product. (1) The reactants are: [CH:1]([N:4]1[CH2:9][CH2:8][NH:7][CH2:6][CH2:5]1)([CH3:3])[CH3:2].[Cl:10][C:11]1[CH:16]=[CH:15][C:14]([C@@H:17]2[C@:19]3([C:27]4[C:22](=[CH:23][CH:24]=[CH:25][CH:26]=4)[N:21]([CH2:28][C:29]4[CH:30]=[C:31]([CH:35]=[CH:36][CH:37]=4)[C:32](O)=[O:33])[C:20]3=[O:38])[CH2:18]2)=[CH:13][CH:12]=1. Given the product [Cl:10][C:11]1[CH:16]=[CH:15][C:14]([C@H:17]2[C@@:19]3([C:27]4[C:22](=[CH:23][CH:24]=[CH:25][CH:26]=4)[N:21]([CH2:28][C:29]4[CH:37]=[CH:36][CH:35]=[C:31]([C:32]([N:7]5[CH2:8][CH2:9][N:4]([CH:1]([CH3:3])[CH3:2])[CH2:5][CH2:6]5)=[O:33])[CH:30]=4)[C:20]3=[O:38])[CH2:18]2)=[CH:13][CH:12]=1, predict the reactants needed to synthesize it. (2) Given the product [C:15]([O:19][C:20]([N:22]1[CH2:27][CH2:26][CH:25]([NH:28][CH2:36][C:32]2[S:31][C:30]([CH3:29])=[N:34][C:33]=2[CH3:35])[CH2:24][CH2:23]1)=[O:21])([CH3:18])([CH3:16])[CH3:17], predict the reactants needed to synthesize it. The reactants are: C(O[BH-](OC(=O)C)OC(=O)C)(=O)C.[Na+].[C:15]([O:19][C:20]([N:22]1[CH2:27][CH2:26][CH:25]([NH2:28])[CH2:24][CH2:23]1)=[O:21])([CH3:18])([CH3:17])[CH3:16].[CH3:29][C:30]1[S:31][C:32]([CH:36]=O)=[C:33]([CH3:35])[N:34]=1.C(O)(=O)C.[OH-].[Na+].